The task is: Regression. Given a peptide amino acid sequence and an MHC pseudo amino acid sequence, predict their binding affinity value. This is MHC class II binding data.. This data is from Peptide-MHC class II binding affinity with 134,281 pairs from IEDB. (1) The peptide sequence is MAFLEESHPGIFENS. The MHC is DRB1_0301 with pseudo-sequence DRB1_0301. The binding affinity (normalized) is 0.365. (2) The peptide sequence is GEVEIQFRRVKCKYP. The MHC is DRB4_0101 with pseudo-sequence DRB4_0103. The binding affinity (normalized) is 0.234. (3) The peptide sequence is INEPTATAIAYGLDR. The MHC is HLA-DQA10401-DQB10402 with pseudo-sequence HLA-DQA10401-DQB10402. The binding affinity (normalized) is 0.525. (4) The peptide sequence is RLIHSLSNVKNQSLG. The MHC is DRB1_1101 with pseudo-sequence DRB1_1101. The binding affinity (normalized) is 0.562. (5) The peptide sequence is VHAVKPVTEEPGMAK. The MHC is HLA-DQA10102-DQB10602 with pseudo-sequence HLA-DQA10102-DQB10602. The binding affinity (normalized) is 0.563.